From a dataset of Full USPTO retrosynthesis dataset with 1.9M reactions from patents (1976-2016). Predict the reactants needed to synthesize the given product. (1) Given the product [CH3:1][N:3]([CH3:4])[C:9]1[N:10]=[CH:11][C:12]([C:15]([O:17][CH3:18])=[O:16])=[N:13][CH:14]=1, predict the reactants needed to synthesize it. The reactants are: [CH2:1]([NH:3][CH2:4]C)C.CO.Cl[C:9]1[N:10]=[CH:11][C:12]([C:15]([O:17][CH3:18])=[O:16])=[N:13][CH:14]=1. (2) Given the product [O:20]1[CH2:21][CH2:22][N:17]([C:15]([CH2:14][N:11]2[C:12]3[C:8](=[CH:7][CH:6]=[C:5]([C:3]([OH:4])=[O:2])[CH:13]=3)[C:9]([CH:32]3[CH2:33][CH2:34][CH2:35][CH2:36][CH2:37]3)=[C:10]2[C:23]2[CH:24]=[C:25]3[C:26](=[CH:27][CH:28]=2)[N:29]=[C:44]([C:42]2[O:43][C:39]([CH3:38])=[CH:40][CH:41]=2)[CH:45]=[CH:30]3)=[O:16])[CH2:18][CH2:19]1, predict the reactants needed to synthesize it. The reactants are: C[O:2][C:3]([C:5]1[CH:13]=[C:12]2[C:8]([C:9]([CH:32]3[CH2:37][CH2:36][CH2:35][CH2:34][CH2:33]3)=[C:10]([C:23]3[CH:28]=[CH:27][C:26]([NH2:29])=[C:25]([CH:30]=O)[CH:24]=3)[N:11]2[CH2:14][C:15]([N:17]2[CH2:22][CH2:21][O:20][CH2:19][CH2:18]2)=[O:16])=[CH:7][CH:6]=1)=[O:4].[CH3:38][C:39]1[O:43][C:42]([C:44](=O)[CH3:45])=[CH:41][CH:40]=1. (3) Given the product [NH2:13][CH2:12][CH:11]([CH:16]1[C:24]2[C:19](=[CH:20][C:21]([Cl:25])=[CH:22][CH:23]=2)[NH:18][C:17]1=[O:26])[CH2:10][C:9]([CH3:28])([CH3:27])[CH2:8][CH2:7][O:6][Si:5]([C:1]([CH3:2])([CH3:3])[CH3:4])([CH3:30])[CH3:29], predict the reactants needed to synthesize it. The reactants are: [C:1]([Si:5]([CH3:30])([CH3:29])[O:6][CH2:7][CH2:8][C:9]([CH3:28])([CH3:27])[CH2:10][CH:11]([CH:16]1[C:24]2[C:19](=[CH:20][C:21]([Cl:25])=[CH:22][CH:23]=2)[NH:18][C:17]1=[O:26])[CH2:12][N+:13]([O-])=O)([CH3:4])([CH3:3])[CH3:2].[Cl-].[NH4+]. (4) Given the product [CH3:1][O:2][CH2:3][C:4]1[CH:9]=[C:8]([C:10]2[O:12][N:32]=[C:30]([C:26]3[CH:25]=[C:24]([NH:23][CH2:22][CH:21]([OH:20])[CH2:34][OH:35])[CH:29]=[CH:28][CH:27]=3)[N:31]=2)[CH:7]=[CH:6][C:5]=1[C:13]1[CH:18]=[CH:17][CH:16]=[CH:15][C:14]=1[CH3:19], predict the reactants needed to synthesize it. The reactants are: [CH3:1][O:2][CH2:3][C:4]1[CH:9]=[C:8]([C:10]([OH:12])=O)[CH:7]=[CH:6][C:5]=1[C:13]1[CH:18]=[CH:17][CH:16]=[CH:15][C:14]=1[CH3:19].[OH:20][CH:21]([CH2:34][OH:35])[CH2:22][NH:23][C:24]1[CH:25]=[C:26]([C:30](=[N:32]O)[NH2:31])[CH:27]=[CH:28][CH:29]=1. (5) Given the product [Cl:7][C:8]1[CH:13]=[C:12]([C:21]2[CH:22]=[N:23][C:18]([C:17]([F:28])([F:27])[F:16])=[CH:19][CH:20]=2)[CH:11]=[C:10]([Cl:15])[N:9]=1, predict the reactants needed to synthesize it. The reactants are: C(=O)([O-])[O-].[K+].[K+].[Cl:7][C:8]1[CH:13]=[C:12](I)[CH:11]=[C:10]([Cl:15])[N:9]=1.[F:16][C:17]([F:28])([F:27])[C:18]1[N:23]=[CH:22][C:21](B(O)O)=[CH:20][CH:19]=1.O.